This data is from Full USPTO retrosynthesis dataset with 1.9M reactions from patents (1976-2016). The task is: Predict the reactants needed to synthesize the given product. (1) Given the product [C:15]([CH:16]1[O:34][CH:17]1[CH:25]([OH:30])[CH2:26][CH:27]([CH3:29])[CH3:28])([CH3:19])([CH3:18])[CH3:14], predict the reactants needed to synthesize it. The reactants are: B(C1CCCCC1)C1CCCCC1.[CH3:14][C:15]([CH3:19])([CH3:18])[C:16]#[CH:17].[Zn](CC)CC.[CH:25](=[O:30])[CH2:26][CH:27]([CH3:29])[CH3:28].CC([O:34]C([C@H](O)[C@@H](O)C(OC(C)C)=O)=O)C. (2) Given the product [CH2:13]([O:12][CH2:11][CH2:10][CH2:9][N:1]1[CH2:6][CH2:5][C:4](=[O:7])[CH2:3][CH2:2]1)[C:14]1[CH:19]=[CH:18][CH:17]=[CH:16][CH:15]=1, predict the reactants needed to synthesize it. The reactants are: [NH:1]1[CH2:6][CH2:5][C:4](=[O:7])[CH2:3][CH2:2]1.Cl[CH2:9][CH2:10][CH2:11][O:12][CH2:13][C:14]1[CH:19]=[CH:18][CH:17]=[CH:16][CH:15]=1. (3) Given the product [C:21]([C:12]1[C:11]([O:10][CH:9]([CH3:29])[CH2:8][CH2:7][O:6][S:2]([CH3:1])(=[O:4])=[O:3])=[CH:20][C:19]2[C:14]([CH:13]=1)=[CH:15][CH:16]=[CH:17][CH:18]=2)(=[O:22])[C:23]1[CH:28]=[CH:27][CH:26]=[CH:25][CH:24]=1, predict the reactants needed to synthesize it. The reactants are: [CH3:1][S:2](Cl)(=[O:4])=[O:3].[OH:6][CH2:7][CH2:8][CH:9]([CH3:29])[O:10][C:11]1[C:12]([C:21]([C:23]2[CH:28]=[CH:27][CH:26]=[CH:25][CH:24]=2)=[O:22])=[CH:13][C:14]2[C:19]([CH:20]=1)=[CH:18][CH:17]=[CH:16][CH:15]=2. (4) Given the product [Cl:1][C:2]1[CH:7]=[C:6]([C:8]2[CH:13]=[N:12][CH:11]=[C:10]([CH3:14])[N:9]=2)[CH:5]=[CH:4][C:3]=1[C:15]1[C:27](=[O:28])[N:26]([CH2:29][CH2:30][CH2:31][NH:32][C:33](=[O:39])[O:34][C:35]([CH3:38])([CH3:37])[CH3:36])[C:18]2[N:19]=[C:20]([NH:42][CH2:40][CH3:41])[N:21]=[CH:22][C:17]=2[CH:16]=1, predict the reactants needed to synthesize it. The reactants are: [Cl:1][C:2]1[CH:7]=[C:6]([C:8]2[CH:13]=[N:12][CH:11]=[C:10]([CH3:14])[N:9]=2)[CH:5]=[CH:4][C:3]=1[C:15]1[C:27](=[O:28])[N:26]([CH2:29][CH2:30][CH2:31][NH:32][C:33](=[O:39])[O:34][C:35]([CH3:38])([CH3:37])[CH3:36])[C:18]2[N:19]=[C:20](S(C)=O)[N:21]=[CH:22][C:17]=2[CH:16]=1.[CH2:40]([NH2:42])[CH3:41].C1COCC1.CCN(C(C)C)C(C)C. (5) Given the product [OH:26][C:27]1[CH:28]=[CH:29][C:30]([N:33]([C:80]2[CH:81]=[C:82]3[CH:88]=[CH:87][N:86]([CH3:89])[C:83]3=[N:84][CH:85]=2)[C:34]([C:36]2[CH:37]=[C:38]([C:45]3[CH:50]=[CH:49][C:48]([O:51][CH2:52][C:53](=[O:60])[N:54]4[CH2:59][CH2:58][CH2:57][CH2:56][CH2:55]4)=[CH:47][C:46]=3[C:61]([N:63]3[C@H:72]([CH2:73][N:74]4[CH2:75][CH2:76][O:77][CH2:78][CH2:79]4)[CH2:71][C:70]4[C:65](=[CH:66][CH:67]=[CH:68][CH:69]=4)[CH2:64]3)=[O:62])[N:39]3[C:44]=2[CH2:43][CH2:42][CH2:41][CH2:40]3)=[O:35])=[CH:31][CH:32]=1, predict the reactants needed to synthesize it. The reactants are: [F-].C([N+](CCCC)(CCCC)CCCC)CCC.[Si]([O:26][C:27]1[CH:32]=[CH:31][C:30]([N:33]([C:80]2[CH:81]=[C:82]3[CH:88]=[CH:87][N:86]([CH3:89])[C:83]3=[N:84][CH:85]=2)[C:34]([C:36]2[CH:37]=[C:38]([C:45]3[CH:50]=[CH:49][C:48]([O:51][CH2:52][C:53](=[O:60])[N:54]4[CH2:59][CH2:58][CH2:57][CH2:56][CH2:55]4)=[CH:47][C:46]=3[C:61]([N:63]3[C@H:72]([CH2:73][N:74]4[CH2:79][CH2:78][O:77][CH2:76][CH2:75]4)[CH2:71][C:70]4[C:65](=[CH:66][CH:67]=[CH:68][CH:69]=4)[CH2:64]3)=[O:62])[N:39]3[C:44]=2[CH2:43][CH2:42][CH2:41][CH2:40]3)=[O:35])=[CH:29][CH:28]=1)(C(C)(C)C)(C)C.C(OCC)(=O)C.C([O-])(O)=O.[Na+]. (6) Given the product [Cl:1][C:2]1[CH:3]=[C:4]2[C:8](=[CH:9][CH:10]=1)[N:7]([C:11]1[N:15]([CH3:16])[N:14]=[C:13]([CH3:17])[C:12]=1[CH2:18][CH2:19][O:20][N:22]1[C:26](=[O:27])[C:25]3[C:24](=[CH:31][CH:30]=[CH:29][CH:28]=3)[C:23]1=[O:32])[CH:6]=[CH:5]2, predict the reactants needed to synthesize it. The reactants are: [Cl:1][C:2]1[CH:3]=[C:4]2[C:8](=[CH:9][CH:10]=1)[N:7]([C:11]1[N:15]([CH3:16])[N:14]=[C:13]([CH3:17])[C:12]=1[CH2:18][CH2:19][OH:20])[CH:6]=[CH:5]2.O[N:22]1[C:26](=[O:27])[C:25]2=[CH:28][CH:29]=[CH:30][CH:31]=[C:24]2[C:23]1=[O:32].C1(P(C2C=CC=CC=2)C2C=CC=CC=2)C=CC=CC=1.N(C(OCC)=O)=NC(OCC)=O. (7) Given the product [CH3:36][C:35]1([CH3:37])[C:31]([CH3:30])([CH3:49])[O:32][B:33]([C:38]2[C:39]([C:45]([F:46])([F:47])[F:48])=[N:40][C:41]([NH2:44])=[N:42][CH:43]=2)[O:34]1.[NH2:44][C:41]1[N:40]=[C:39]([C:45]([F:48])([F:46])[F:47])[C:38]([C:2]2[N:3]=[C:4]([N:24]3[CH2:29][CH2:28][O:27][CH2:26][CH2:25]3)[C:5]3[S:10][C:9]([CH2:11][N:12]4[CH2:17][CH2:16][N:15]([C:18](=[O:22])[C@@H:19]([OH:21])[CH3:20])[CH2:14][CH2:13]4)=[C:8]([CH3:23])[C:6]=3[N:7]=2)=[CH:43][N:42]=1, predict the reactants needed to synthesize it. The reactants are: Cl[C:2]1[N:3]=[C:4]([N:24]2[CH2:29][CH2:28][O:27][CH2:26][CH2:25]2)[C:5]2[S:10][C:9]([CH2:11][N:12]3[CH2:17][CH2:16][N:15]([C:18](=[O:22])[CH:19]([OH:21])[CH3:20])[CH2:14][CH2:13]3)=[C:8]([CH3:23])[C:6]=2[N:7]=1.[CH3:30][C:31]1([CH3:49])[C:35]([CH3:37])([CH3:36])[O:34][B:33]([C:38]2[C:39]([C:45]([F:48])([F:47])[F:46])=[N:40][C:41]([NH2:44])=[N:42][CH:43]=2)[O:32]1. (8) Given the product [F:10][C:4]1[CH:3]=[C:2]([C:17]2[CH:16]=[N:15][N:14]([CH2:13][C:12]([OH:29])([CH3:28])[CH3:11])[CH:18]=2)[C:7]([F:8])=[CH:6][C:5]=1[OH:9], predict the reactants needed to synthesize it. The reactants are: Br[C:2]1[C:7]([F:8])=[CH:6][C:5]([OH:9])=[C:4]([F:10])[CH:3]=1.[CH3:11][C:12]([OH:29])([CH3:28])[CH2:13][N:14]1[CH:18]=[C:17](B2OC(C)(C)C(C)(C)O2)[CH:16]=[N:15]1. (9) Given the product [C:1]1([C:11]2[CH:16]=[CH:15][CH:14]=[CH:13][CH:12]=2)[CH:6]=[CH:5][CH:4]=[C:3]([CH:7]([CH2:28][C:27]([CH3:29])=[CH2:26])[C:8]([OH:10])=[O:9])[CH:2]=1, predict the reactants needed to synthesize it. The reactants are: [C:1]1([C:11]2[CH:16]=[CH:15][CH:14]=[CH:13][CH:12]=2)[CH:6]=[CH:5][CH:4]=[C:3]([CH2:7][C:8]([OH:10])=[O:9])[CH:2]=1.C([N-]C(C)C)(C)C.[Li+].Br[CH2:26][C:27]([CH3:29])=[CH2:28].O.